This data is from Peptide-MHC class I binding affinity with 185,985 pairs from IEDB/IMGT. The task is: Regression. Given a peptide amino acid sequence and an MHC pseudo amino acid sequence, predict their binding affinity value. This is MHC class I binding data. (1) The peptide sequence is LACTDPSER. The MHC is HLA-A31:01 with pseudo-sequence HLA-A31:01. The binding affinity (normalized) is 0.413. (2) The peptide sequence is PLKDVERLQM. The MHC is HLA-A02:02 with pseudo-sequence HLA-A02:02. The binding affinity (normalized) is 0.194. (3) The peptide sequence is FPRIWLHGL. The MHC is HLA-B54:01 with pseudo-sequence HLA-B54:01. The binding affinity (normalized) is 0.765. (4) The peptide sequence is EPVDPRLEPW. The MHC is HLA-B58:01 with pseudo-sequence HLA-B58:01. The binding affinity (normalized) is 0.0984. (5) The peptide sequence is RPRCAYLPF. The MHC is HLA-C04:01 with pseudo-sequence HLA-C04:01. The binding affinity (normalized) is 0.213.